This data is from NCI-60 drug combinations with 297,098 pairs across 59 cell lines. The task is: Regression. Given two drug SMILES strings and cell line genomic features, predict the synergy score measuring deviation from expected non-interaction effect. (1) Drug 1: C1CN1C2=NC(=NC(=N2)N3CC3)N4CC4. Drug 2: C1=CC(=CC=C1CCC2=CNC3=C2C(=O)NC(=N3)N)C(=O)NC(CCC(=O)O)C(=O)O. Cell line: SF-295. Synergy scores: CSS=36.6, Synergy_ZIP=-3.76, Synergy_Bliss=-3.91, Synergy_Loewe=-12.3, Synergy_HSA=-1.13. (2) Drug 1: C1CCN(CC1)CCOC2=CC=C(C=C2)C(=O)C3=C(SC4=C3C=CC(=C4)O)C5=CC=C(C=C5)O. Drug 2: COC1=NC(=NC2=C1N=CN2C3C(C(C(O3)CO)O)O)N. Cell line: EKVX. Synergy scores: CSS=-1.70, Synergy_ZIP=1.58, Synergy_Bliss=-1.31, Synergy_Loewe=-3.54, Synergy_HSA=-4.25.